From a dataset of Reaction yield outcomes from USPTO patents with 853,638 reactions. Predict the reaction yield, written as a fraction of the theoretical maximum amount of product (1.0 means a 100% yield; for example, 0.34 means a 34% yield). (1) The reactants are Br[C:2]1[C:6]([CH3:7])=[C:5]([C:8]2[CH:13]=[CH:12][C:11]([O:14]C)=[C:10]([F:16])[CH:9]=2)[S:4][C:3]=1[CH:17]1[O:21]CCO1.[Cl:22][C:23]1[CH:24]=[C:25](B(O)O)[CH:26]=[CH:27][C:28]=1[O:29]C. No catalyst specified. The product is [Cl:22][C:23]1[CH:24]=[C:25]([C:2]2[C:6]([CH3:7])=[C:5]([C:8]3[CH:13]=[CH:12][C:11]([OH:14])=[C:10]([F:16])[CH:9]=3)[S:4][C:3]=2[CH:17]=[O:21])[CH:26]=[CH:27][C:28]=1[OH:29]. The yield is 0.330. (2) The reactants are [CH3:1][O:2][C:3](=[O:11])[CH2:4][CH2:5][C@@H:6]([C:8]([OH:10])=[O:9])[NH2:7].C(N(CC)CC)C.[C:19](O[C:19]([O:21][C:22]([CH3:25])([CH3:24])[CH3:23])=[O:20])([O:21][C:22]([CH3:25])([CH3:24])[CH3:23])=[O:20]. The catalyst is CN(C=O)C. The product is [C:22]([O:21][C:19]([NH:7][C@@H:6]([CH2:5][CH2:4][C:3]([O:2][CH3:1])=[O:11])[C:8]([OH:10])=[O:9])=[O:20])([CH3:25])([CH3:24])[CH3:23]. The yield is 0.850.